This data is from Experimentally validated miRNA-target interactions with 360,000+ pairs, plus equal number of negative samples. The task is: Binary Classification. Given a miRNA mature sequence and a target amino acid sequence, predict their likelihood of interaction. (1) The miRNA is mmu-miR-1933-5p with sequence AGUCAUGGUGUUCGGUCUUAGUUU. The protein sequence of the target gene is MVSSDRPVSLEDEVSHSMKEMIGGCCVCSDERGWAENPLVYCDGHGCSVAVHQACYGIVQVPTGPWFCRKCESQERAARVRCELCPHKDGALKRTDNGGWAHVVCALYIPEVQFANVSTMEPIVLQSVPHDRYNKTCYICDEQGRESKAATGACMTCNKHGCRQAFHVTCAQFAGLLCEEEGNGADNVQYCGYCKYHFSKLKKSKRGSNRSYEQSLSDSSSHSQDKHHEKEKKKYKEKDKHKQKHKKQPEPSPALVPSLTVTTEKTYTSTSNNSISGSLKRLEDTAARFTNANFQEVSAH.... Result: 0 (no interaction). (2) The miRNA is hsa-miR-744-3p with sequence CUGUUGCCACUAACCUCAACCU. The protein sequence of the target gene is MAAVKDSCGKGEMATGNGRRLHLGIPEAVFVEDVDSFMKQPGNETADTVLKKLDEQYQKYKFMELNLAQKKRRLKGQIPEIKQTLEILKYMQKKKESTNSMETRFLLADNLYCKASVPPTDKVCLWLGANVMLEYDIDEAQALLEKNLSTATKNLDSLEEDLDFLRDQFTTTEVNMARVYNWDVKRRNKDDSTKNKA. Result: 0 (no interaction). (3) The miRNA is hsa-miR-4781-5p with sequence UAGCGGGGAUUCCAAUAUUGG. The protein sequence of the target gene is MNSKVSSPTLLEALSSDFLACKICLEQLHTPKTLPCLHTYCQDCLAQLDIGGQVRCPECREIVPVPAEGVAAFKTNFFVNGLLDLVKARAPGDVHSGKPTCALCPLVGGKSSGGPATARCLDCADDLCQACADGHRCSRQTHKHRVVDLVGYRAGWYDEEARERQASQCPQHPGEALCFLCQPCSQLLCKDCRLGPHIDHPCLPLAEAVRSRKPGLEELLAGVDSNLVELEATRVAEKEALALLREQAASVGTQVEEAAERILKSLLAQKQEVLGQLRALVEAAEEATRERLTKIERQEQ.... Result: 0 (no interaction). (4) The miRNA is hsa-miR-1287-5p with sequence UGCUGGAUCAGUGGUUCGAGUC. The protein sequence of the target gene is MMFQDSVAFEDVAVSFTQEEWALLDPSQKNLYRDVMQETFKNLTSVGKTWKVQNIEDEYKNPRRNLSLMREKLCESKESHHCGESFNQIADDMLNRKTLPGITPCESSVCGEVGTGHSSLNTHIRADTGHKSSEYQEYGENPYRNKECKKAFSYLDSFQSHDKACTKEKPYDGKECTETFISHSCIQRHRVMHSGDGPYKCKFCGKAFYFLNLCLIHERIHTGVKPYKCKQCGKAFTRSTTLPVHERTHTGVNADECKECGNAFSFPSEIRRHKRSHTGEKPYECKQCGKVFISFSSIQY.... Result: 0 (no interaction).